This data is from Forward reaction prediction with 1.9M reactions from USPTO patents (1976-2016). The task is: Predict the product of the given reaction. (1) Given the reactants Cl[C:2]1[N:3]=[C:4]([N:21]2[CH2:26][CH2:25][O:24][CH2:23][CH2:22]2)[C:5]2[S:10][C:9]([CH2:11][N:12]3[CH2:17][CH2:16][CH:15]([N:18]([CH3:20])[CH3:19])[CH2:14][CH2:13]3)=[CH:8][C:6]=2[N:7]=1.[NH:27]1[C:35]2[CH:34]=[CH:33][N:32]=[CH:31][C:30]=2[CH:29]=[CH:28]1, predict the reaction product. The product is: [CH3:19][N:18]([CH3:20])[CH:15]1[CH2:16][CH2:17][N:12]([CH2:11][C:9]2[S:10][C:5]3[C:4]([N:21]4[CH2:26][CH2:25][O:24][CH2:23][CH2:22]4)=[N:3][C:2]([N:27]4[C:35]5[CH:34]=[CH:33][N:32]=[CH:31][C:30]=5[CH:29]=[CH:28]4)=[N:7][C:6]=3[CH:8]=2)[CH2:13][CH2:14]1. (2) The product is: [CH3:1][O:2][C:3](=[O:32])[NH:4][CH:5]([C:9]([N:11]1[CH:15]([C:16]2[NH:17][CH:18]=[C:19]([C:21]3[CH:26]=[CH:25][C:24]([Br:27])=[CH:23][CH:22]=3)[N:37]=2)[CH2:14][N:13]([C:29](=[O:31])[CH3:30])[CH2:12]1)=[O:10])[CH:6]([CH3:8])[CH3:7]. Given the reactants [CH3:1][O:2][C:3](=[O:32])[NH:4][CH:5]([C:9]([N:11]1[CH:15]([C:16](=O)[NH:17][CH2:18][C:19]([C:21]2[CH:26]=[CH:25][C:24]([Br:27])=[CH:23][CH:22]=2)=O)[CH2:14][N:13]([C:29](=[O:31])[CH3:30])[CH2:12]1)=[O:10])[CH:6]([CH3:8])[CH3:7].C([O-])(=O)C.[NH4+:37], predict the reaction product.